Dataset: Reaction yield outcomes from USPTO patents with 853,638 reactions. Task: Predict the reaction yield, written as a fraction of the theoretical maximum amount of product (1.0 means a 100% yield; for example, 0.34 means a 34% yield). (1) The catalyst is C(#N)C. The yield is 0.290. The product is [C:1]([C:3]1[CH:4]=[C:5]([CH:10]=[CH:11][C:12]=1[O:13][CH:17]([CH3:18])[CH3:16])[C:6]([O:8][CH3:9])=[O:7])#[N:2]. The reactants are [C:1]([C:3]1[CH:4]=[C:5]([CH:10]=[CH:11][C:12]=1[OH:13])[C:6]([O:8][CH3:9])=[O:7])#[N:2].ClN1C(=O)[CH2:18][CH2:17][C:16]1=O. (2) The reactants are [CH2:1]([O:3][C:4]1[CH:5]=[C:6]([C:13]2[O:17][N:16]=[C:15]([C:18]3[CH:23]=[CH:22][C:21]([O:24]C(C)C)=[C:20]([I:28])[CH:19]=3)[N:14]=2)[CH:7]=[CH:8][C:9]=1[O:10][CH2:11][CH3:12])[CH3:2].ClC1C=C(C2ON=C(C3C=CC(OC(C)C)=C(I)C=3)N=2)C=CC=1OCCC. The product is [CH2:1]([O:3][C:4]1[CH:5]=[C:6]([C:13]2[O:17][N:16]=[C:15]([C:18]3[CH:23]=[CH:22][C:21]([OH:24])=[C:20]([I:28])[CH:19]=3)[N:14]=2)[CH:7]=[CH:8][C:9]=1[O:10][CH2:11][CH3:12])[CH3:2]. The yield is 0.840. No catalyst specified. (3) The reactants are [CH:1]1([C:5]([OH:7])=O)[CH2:4][CH2:3][CH2:2]1.[NH2:8][C:9]1[CH:14]=[C:13]([Cl:15])[CH:12]=[CH:11][N:10]=1.C(P1(=O)OP(CCC)(=O)OP(CCC)(=O)O1)CC. The catalyst is C1COCC1. The product is [Cl:15][C:13]1[CH:12]=[CH:11][N:10]=[C:9]([NH:8][C:5]([CH:1]2[CH2:2][CH2:3][CH2:4]2)=[O:7])[CH:14]=1. The yield is 0.650. (4) The yield is 0.240. The product is [CH2:33]([O:32][C:30]([C:29]1[C:28]2[C:23](=[CH:24][CH:25]=[C:26]([O:9][CH2:8][CH:4]3[CH2:5][CH2:6][CH2:7][N:2]([CH3:1])[CH2:3]3)[CH:27]=2)[NH:22][C:21]=1[CH3:20])=[O:31])[C:34]1[CH:39]=[CH:38][CH:37]=[CH:36][CH:35]=1. The catalyst is C(#N)C. The reactants are [CH3:1][N:2]1[CH2:7][CH2:6][CH2:5][CH:4]([CH2:8][O:9]S(C2C=CC(C)=CC=2)(=O)=O)[CH2:3]1.[CH3:20][C:21]1[NH:22][C:23]2[C:28]([C:29]=1[C:30]([O:32][CH2:33][C:34]1[CH:39]=[CH:38][CH:37]=[CH:36][CH:35]=1)=[O:31])=[CH:27][C:26](O)=[CH:25][CH:24]=2.C(=O)([O-])[O-].[K+].[K+].C(OCC)(=O)C.CO.C(N(CC)CC)C.